Dataset: Catalyst prediction with 721,799 reactions and 888 catalyst types from USPTO. Task: Predict which catalyst facilitates the given reaction. (1) Reactant: [CH3:1][O:2][C:3]1[CH:12]=[C:11]2[C:6]([C:7]([NH:18][C:19]3[CH:23]=[C:22]([CH3:24])[NH:21][N:20]=3)=[N:8][C:9]([C:13]([O:15]CC)=O)=[N:10]2)=[CH:5][CH:4]=1.[F:25][C:26]1[CH:31]=[CH:30][C:29]([Mg]Br)=[CH:28][CH:27]=1.C1COCC1. Product: [F:25][C:26]1[CH:31]=[CH:30][C:29]([C:13]([C:9]2[N:8]=[C:7]([NH:18][C:19]3[CH:23]=[C:22]([CH3:24])[NH:21][N:20]=3)[C:6]3[C:11](=[CH:12][C:3]([O:2][CH3:1])=[CH:4][CH:5]=3)[N:10]=2)=[O:15])=[CH:28][CH:27]=1. The catalyst class is: 44. (2) Reactant: [Br:1][C:2]1[CH:3]=[C:4]([CH:9]=[C:10]([CH:12]=O)[CH:11]=1)[C:5]([O:7][CH3:8])=[O:6].BrC1C=C(C(OC)=O)C=C(C=1)C(OC)=O.[CH3:29][NH:30][CH3:31].O1CCCC1.C(O[BH-](OC(=O)C)OC(=O)C)(=O)C.[Na+].C(=O)(O)[O-].[Na+]. Product: [Br:1][C:2]1[CH:3]=[C:4]([CH:9]=[C:10]([CH2:12][N:30]([CH3:31])[CH3:29])[CH:11]=1)[C:5]([O:7][CH3:8])=[O:6]. The catalyst class is: 2. (3) Reactant: [Br:1][C:2]1[CH:3]=[C:4]([O:19]C)[CH:5]=[C:6]([Br:18])[C:7]=1[O:8][C:9]1[CH:14]=[CH:13][C:12]([N+:15]([O-:17])=[O:16])=[CH:11][CH:10]=1.Cl. Product: [Br:1][C:2]1[CH:3]=[C:4]([OH:19])[CH:5]=[C:6]([Br:18])[C:7]=1[O:8][C:9]1[CH:10]=[CH:11][C:12]([N+:15]([O-:17])=[O:16])=[CH:13][CH:14]=1. The catalyst class is: 4. (4) Reactant: CS(C)=O.C(Cl)(=O)C(Cl)=O.[NH:11]1[C:19]2[C:14](=[CH:15][CH:16]=[CH:17][CH:18]=2)[C:13]([CH2:20][CH2:21][OH:22])=[CH:12]1.CCN(CC)CC. Product: [NH:11]1[C:19]2[C:14](=[CH:15][CH:16]=[CH:17][CH:18]=2)[C:13]([CH2:20][CH:21]=[O:22])=[CH:12]1. The catalyst class is: 2.